Dataset: Forward reaction prediction with 1.9M reactions from USPTO patents (1976-2016). Task: Predict the product of the given reaction. Given the reactants [Cl:1][C:2]1[CH:10]=[C:9]2[C:5]([C:6]([C:11]([N:13]3[CH2:18][CH2:17][CH:16]([C:19]4[CH:24]=[CH:23][CH:22]=[CH:21][C:20]=4[F:25])[CH2:15][CH2:14]3)=[O:12])=[CH:7][NH:8]2)=[CH:4][CH:3]=1.Cl[CH2:27][CH2:28][NH2:29], predict the reaction product. The product is: [NH2:29][CH2:28][CH2:27][N:8]1[C:9]2[C:5](=[CH:4][CH:3]=[C:2]([Cl:1])[CH:10]=2)[C:6]([C:11]([N:13]2[CH2:18][CH2:17][CH:16]([C:19]3[CH:24]=[CH:23][CH:22]=[CH:21][C:20]=3[F:25])[CH2:15][CH2:14]2)=[O:12])=[CH:7]1.